Dataset: Catalyst prediction with 721,799 reactions and 888 catalyst types from USPTO. Task: Predict which catalyst facilitates the given reaction. Reactant: [CH3:1][N:2]1[C:10]2[CH:9]=[C:8]([C:11]3[CH:16]=[CH:15][C:14]([O:17][CH2:18][CH2:19][NH:20][CH3:21])=[C:13]([C:22]([F:25])([F:24])[F:23])[CH:12]=3)[N:7]=[C:6]([C:26]#[N:27])[C:5]=2[N:4]=[CH:3]1.CCN(C(C)C)C(C)C.[C:37](Cl)(=[O:40])[CH2:38][CH3:39]. Product: [CH3:1][N:2]1[C:10]2[CH:9]=[C:8]([C:11]3[CH:16]=[CH:15][C:14]([O:17][CH2:18][CH2:19][N:20]([C:37](=[O:40])[CH2:38][CH3:39])[CH3:21])=[C:13]([C:22]([F:23])([F:25])[F:24])[CH:12]=3)[N:7]=[C:6]([C:26]#[N:27])[C:5]=2[N:4]=[CH:3]1. The catalyst class is: 1.